This data is from Forward reaction prediction with 1.9M reactions from USPTO patents (1976-2016). The task is: Predict the product of the given reaction. (1) Given the reactants Br[C:2]1[CH:7]=[CH:6][CH:5]=[CH:4][C:3]=1[CH2:8][C:9]([OH:11])=[O:10].BrC1C=CC=CC=1C(O)=O.[SH:22][C:23]1[CH:31]=[CH:30][CH:29]=[CH:28][C:24]=1[C:25]([OH:27])=[O:26], predict the reaction product. The product is: [C:9]([CH2:8][C:3]1[CH:4]=[CH:5][CH:6]=[CH:7][C:2]=1[S:22][C:23]1[CH:31]=[CH:30][CH:29]=[CH:28][C:24]=1[C:25]([OH:27])=[O:26])([OH:11])=[O:10]. (2) Given the reactants [I:1][C:2]1[CH:7]=[CH:6][C:5]([I:8])=[CH:4][CH:3]=1.[CH3:9][Si:10](Cl)([CH3:12])[CH3:11].C([N-]C(C)C)(C)C.[Li+], predict the reaction product. The product is: [I:1][C:2]1[CH:7]=[C:6]([Si:10]([CH3:12])([CH3:11])[CH3:9])[C:5]([I:8])=[CH:4][C:3]=1[Si:10]([CH3:12])([CH3:11])[CH3:9]. (3) Given the reactants [NH2:1][CH2:2][C:3]1[CH:8]=[CH:7][C:6]([NH:9]/[C:10](=[C:17]2\[C:18](=[O:26])[NH:19][C:20]3[C:25]\2=[CH:24][CH:23]=[CH:22][CH:21]=3)/[C:11]2[CH:16]=[CH:15][CH:14]=[CH:13][CH:12]=2)=[CH:5][CH:4]=1.[C:27]([O:31][C:32]([NH:34][CH2:35][C:36](O)=[O:37])=[O:33])([CH3:30])([CH3:29])[CH3:28].CN(C(ON1N=NC2C=CC=CC1=2)=[N+](C)C)C.[B-](F)(F)(F)F.C1C=CC2N(O)N=NC=2C=1.C(N(C(C)C)C(C)C)C, predict the reaction product. The product is: [C:27]([O:31][C:32]([NH:34][CH2:35][C:36]([NH:1][CH2:2][C:3]1[CH:4]=[CH:5][C:6]([NH:9]/[C:10](=[C:17]2\[C:18](=[O:26])[NH:19][C:20]3[C:25]\2=[CH:24][CH:23]=[CH:22][CH:21]=3)/[C:11]2[CH:16]=[CH:15][CH:14]=[CH:13][CH:12]=2)=[CH:7][CH:8]=1)=[O:37])=[O:33])([CH3:30])([CH3:29])[CH3:28]. (4) Given the reactants [CH3:1][O:2][C:3]([C@@H:5]1[CH2:9][C@@H:8]([OH:10])[CH2:7][N:6]1[C:11]([O:13][C:14]([CH3:17])([CH3:16])[CH3:15])=[O:12])=[O:4].N1C=CC=CC=1.[C:24]1([CH3:34])[CH:29]=[CH:28][C:27]([S:30](Cl)(=[O:32])=[O:31])=[CH:26][CH:25]=1, predict the reaction product. The product is: [CH3:1][O:2][C:3]([C@@H:5]1[CH2:9][C@@H:8]([O:10][S:30]([C:27]2[CH:28]=[CH:29][C:24]([CH3:34])=[CH:25][CH:26]=2)(=[O:32])=[O:31])[CH2:7][N:6]1[C:11]([O:13][C:14]([CH3:17])([CH3:16])[CH3:15])=[O:12])=[O:4]. (5) Given the reactants [F:1][CH:2]([F:16])[C:3]1[NH:4][C:5]2[C:10]([CH:11]=1)=[C:9]([C:12]#[N:13])[C:8]([C:14]#[N:15])=[CH:7][CH:6]=2.Cl[CH2:18][C:19]1[N:23]=[C:22]([C:24]2[CH:29]=[CH:28][CH:27]=[C:26]([C:30]([F:33])([F:32])[F:31])[CH:25]=2)[O:21][N:20]=1, predict the reaction product. The product is: [F:16][CH:2]([F:1])[C:3]1[N:4]([CH2:18][C:19]2[N:23]=[C:22]([C:24]3[CH:29]=[CH:28][CH:27]=[C:26]([C:30]([F:33])([F:31])[F:32])[CH:25]=3)[O:21][N:20]=2)[C:5]2[C:10]([CH:11]=1)=[C:9]([C:12]#[N:13])[C:8]([C:14]#[N:15])=[CH:7][CH:6]=2. (6) The product is: [Cl:1][C:2]1[C:7]([C:8]([OH:10])=[O:9])=[C:6]([Cl:13])[CH:5]=[C:4]([CH3:14])[N:3]=1. Given the reactants [Cl:1][C:2]1[C:7]([C:8]([O:10]CC)=[O:9])=[C:6]([Cl:13])[CH:5]=[C:4]([CH3:14])[N:3]=1.[OH-].[Na+].OS(O)(=O)=O, predict the reaction product.